From a dataset of Catalyst prediction with 721,799 reactions and 888 catalyst types from USPTO. Predict which catalyst facilitates the given reaction. (1) Reactant: [N:1]1([C:7]([O:9][CH2:10][C:11]2[CH:16]=[CH:15][CH:14]=[CH:13][CH:12]=2)=[O:8])[CH2:6][CH2:5][CH:4]=[CH:3][CH2:2]1.ClC1C=C(C=CC=1)C(OO)=[O:22]. Product: [CH:3]12[O:22][CH:4]1[CH2:5][CH2:6][N:1]([C:7]([O:9][CH2:10][C:11]1[CH:12]=[CH:13][CH:14]=[CH:15][CH:16]=1)=[O:8])[CH2:2]2. The catalyst class is: 158. (2) Reactant: C1N=CN([C:6](N2C=NC=C2)=[O:7])C=1.[CH3:13][O:14][C:15]([C@H:17]1[CH2:22][CH2:21][C@H:20]([CH2:23][NH:24][C:25]2[CH:30]=[C:29]([O:31][CH3:32])[CH:28]=[CH:27][C:26]=2[NH2:33])[CH2:19][CH2:18]1)=[O:16].O. Product: [CH3:13][O:14][C:15]([C@H:17]1[CH2:18][CH2:19][C@H:20]([CH2:23][N:24]2[C:25]3[CH:30]=[C:29]([O:31][CH3:32])[CH:28]=[CH:27][C:26]=3[NH:33][C:6]2=[O:7])[CH2:21][CH2:22]1)=[O:16]. The catalyst class is: 25. (3) Reactant: [F:1][C:2]1[CH:7]=[CH:6][C:5]([N:8]2[CH2:13][CH2:12][N:11]([S:14]([C:17]3[CH:18]=[C:19]([N:23]4[CH2:28][CH2:27][N:26](C(OC(C)(C)C)=O)[CH2:25][CH2:24]4)[CH:20]=[CH:21][CH:22]=3)(=[O:16])=[O:15])[C@H:10]([CH3:36])[CH2:9]2)=[C:4]([C:37]([F:40])([F:39])[F:38])[CH:3]=1.C(O)(C(F)(F)F)=O.N. Product: [F:1][C:2]1[CH:7]=[CH:6][C:5]([N:8]2[CH2:13][CH2:12][N:11]([S:14]([C:17]3[CH:22]=[CH:21][CH:20]=[C:19]([N:23]4[CH2:28][CH2:27][NH:26][CH2:25][CH2:24]4)[CH:18]=3)(=[O:16])=[O:15])[C@H:10]([CH3:36])[CH2:9]2)=[C:4]([C:37]([F:39])([F:38])[F:40])[CH:3]=1. The catalyst class is: 2. (4) Reactant: [ClH:1].CCOCC.[OH:7][C:8]1[CH:13]=[CH:12][CH:11]=[CH:10][C:9]=1[C:14]1[N:23]=[C:22]([N:24]2[CH2:28][CH2:27][C@@H:26]([NH:29][C:30](=[O:34])[O:31][CH2:32][CH3:33])[CH2:25]2)[C:21]2[C:16](=[CH:17][C:18]([CH3:35])=[CH:19][CH:20]=2)[N:15]=1. The catalyst class is: 2. Product: [ClH:1].[OH:7][C:8]1[CH:13]=[CH:12][CH:11]=[CH:10][C:9]=1[C:14]1[N:23]=[C:22]([N:24]2[CH2:28][CH2:27][C@@H:26]([NH:29][C:30](=[O:34])[O:31][CH2:32][CH3:33])[CH2:25]2)[C:21]2[C:16](=[CH:17][C:18]([CH3:35])=[CH:19][CH:20]=2)[N:15]=1. (5) Reactant: [CH3:1][O:2][C:3](=[O:28])[C:4]([NH:20][C:21]([O:23][C:24]([CH3:27])([CH3:26])[CH3:25])=[O:22])=[CH:5][C:6]1[CH:7]=[N:8][CH:9]=[CH:10][C:11]=1[NH:12][C:13]([O:15][C:16]([CH3:19])([CH3:18])[CH3:17])=[O:14]. Product: [CH3:1][O:2][C:3](=[O:28])[CH:4]([NH:20][C:21]([O:23][C:24]([CH3:27])([CH3:26])[CH3:25])=[O:22])[CH2:5][C:6]1[CH:7]=[N:8][CH:9]=[CH:10][C:11]=1[NH:12][C:13]([O:15][C:16]([CH3:19])([CH3:18])[CH3:17])=[O:14]. The catalyst class is: 29. (6) Reactant: [F:1][C:2]1[CH:10]=[CH:9][C:8]([CH:11]=[O:12])=[CH:7][C:3]=1[C:4](O)=[O:5].S(Cl)(Cl)=O.[CH3:17][NH:18][CH3:19]. Product: [F:1][C:2]1[CH:10]=[CH:9][C:8]([CH:11]=[O:12])=[CH:7][C:3]=1[C:4]([N:18]([CH3:19])[CH3:17])=[O:5]. The catalyst class is: 2.